From a dataset of Aqueous solubility values for 9,982 compounds from the AqSolDB database. Regression/Classification. Given a drug SMILES string, predict its absorption, distribution, metabolism, or excretion properties. Task type varies by dataset: regression for continuous measurements (e.g., permeability, clearance, half-life) or binary classification for categorical outcomes (e.g., BBB penetration, CYP inhibition). For this dataset (solubility_aqsoldb), we predict Y. (1) The molecule is CC(Cc1ccc(C(C)(C)C)cc1)CN1CC(C)OC(C)C1. The Y is -2.48 log mol/L. (2) The drug is CCCCCCC(CCC)(CCC)C(=O)NO. The Y is -2.82 log mol/L.